Dataset: Forward reaction prediction with 1.9M reactions from USPTO patents (1976-2016). Task: Predict the product of the given reaction. (1) Given the reactants C(O)(C(F)(F)F)=O.[CH3:8][N:9]([CH3:45])[CH2:10][CH2:11][CH2:12][C:13]1[C:21]2[C:16](=[CH:17][CH:18]=[CH:19][C:20]=2[NH:22][C:23]2[C:31]3[C:26](=[CH:27][N:28]=[CH:29][CH:30]=3)[O:25][C:24]=2[C:32]2[N:37]=[CH:36][CH:35]=[CH:34][N:33]=2)[N:15](C(OC(C)(C)C)=O)[N:14]=1, predict the reaction product. The product is: [CH3:45][N:9]([CH3:8])[CH2:10][CH2:11][CH2:12][C:13]1[C:21]2[C:20]([NH:22][C:23]3[C:31]4[C:26](=[CH:27][N:28]=[CH:29][CH:30]=4)[O:25][C:24]=3[C:32]3[N:37]=[CH:36][CH:35]=[CH:34][N:33]=3)=[CH:19][CH:18]=[CH:17][C:16]=2[NH:15][N:14]=1. (2) Given the reactants [Cl:1][CH2:2][C:3]1[CH:8]=[CH:7][CH:6]=[CH:5][N:4]=1.[CH2:9]([P:13]([CH2:18][CH2:19][CH2:20][CH3:21])[CH2:14][CH2:15][CH2:16][CH3:17])[CH2:10][CH2:11][CH3:12].C(OCC)C, predict the reaction product. The product is: [Cl-:1].[N:4]1[CH:5]=[CH:6][CH:7]=[CH:8][C:3]=1[CH2:2][P+:13]([CH2:14][CH2:15][CH2:16][CH3:17])([CH2:18][CH2:19][CH2:20][CH3:21])[CH2:9][CH2:10][CH2:11][CH3:12].